From a dataset of Full USPTO retrosynthesis dataset with 1.9M reactions from patents (1976-2016). Predict the reactants needed to synthesize the given product. (1) The reactants are: [Br:1][C:2]1[CH:3]=[N:4][C:5]([C:8]#[C:9][CH2:10][CH2:11][N:12]2[CH:16]=[CH:15][N:14]=[N:13]2)=[N:6][CH:7]=1. Given the product [Br:1][C:2]1[CH:3]=[N:4][C:5]([CH2:8][CH2:9][CH2:10][CH2:11][N:12]2[CH:16]=[CH:15][N:14]=[N:13]2)=[N:6][CH:7]=1, predict the reactants needed to synthesize it. (2) Given the product [ClH:1].[OH:9][C:10]1[CH:11]=[C:12]([CH:38]=[C:39]([F:41])[CH:40]=1)[CH2:13][C@H:14]([NH:34][C:35](=[O:37])[CH3:36])[C@H:15]([OH:33])[CH2:16][NH:17][C:18]1([C:24]2[CH:29]=[CH:28][CH:27]=[C:26]([CH:30]([CH3:32])[CH3:31])[CH:25]=2)[CH2:23][CH2:22][CH2:21][CH2:20][CH2:19]1, predict the reactants needed to synthesize it. The reactants are: [ClH:1].C([O:9][C:10]1[CH:11]=[C:12]([CH:38]=[C:39]([F:41])[CH:40]=1)[CH2:13][C@H:14]([NH:34][C:35](=[O:37])[CH3:36])[C@H:15]([OH:33])[CH2:16][NH:17][C:18]1([C:24]2[CH:29]=[CH:28][CH:27]=[C:26]([CH:30]([CH3:32])[CH3:31])[CH:25]=2)[CH2:23][CH2:22][CH2:21][CH2:20][CH2:19]1)C1C=CC=CC=1.[H][H].Cl. (3) Given the product [N:44]1([CH:4]2[C@H:3]([OH:1])[CH2:2][CH2:19][C@@:18]3([CH3:20])[C@H:5]2[CH2:6][CH2:7][C@@H:8]2[C@@H:17]3[CH2:16][CH2:15][C@@:13]3([CH3:14])[C@H:9]2[CH2:10][C@H:11]([N:22]2[CH2:26][CH2:25][CH2:24][CH2:23]2)[C@@H:12]3[OH:21])[CH2:49][CH2:48][O:47][CH2:46][CH2:45]1, predict the reactants needed to synthesize it. The reactants are: [O:1]1[C@H:3]2[CH2:4][C@H:5]3[C@:18]([CH3:20])([CH2:19][C@@H:2]12)[C@@H:17]1[C@H:8]([C@H:9]2[C@@:13]([CH2:15][CH2:16]1)([CH3:14])[C@@H:12]([OH:21])[C@@H:11]([N:22]1[CH2:26][CH2:25][CH2:24][CH2:23]1)[CH2:10]2)[CH2:7][CH2:6]3.C1(C)C=CC(S(O)(=O)=O)=CC=1.C(=O)([O-])[O-].[Na+].[Na+].[NH:44]1[CH2:49][CH2:48][O:47][CH2:46][CH2:45]1. (4) Given the product [CH2:14]([N:18]([CH2:19][CH2:20][CH2:21][CH3:22])[C:2](=[O:3])[O:4][CH2:5][Cl:6])[CH2:15][CH2:16][CH3:17], predict the reactants needed to synthesize it. The reactants are: Cl[C:2]([O:4][CH2:5][Cl:6])=[O:3].C(N(CC)CC)C.[CH2:14]([NH:18][CH2:19][CH2:20][CH2:21][CH3:22])[CH2:15][CH2:16][CH3:17].Cl.